Task: Binary Classification. Given a miRNA mature sequence and a target amino acid sequence, predict their likelihood of interaction.. Dataset: Experimentally validated miRNA-target interactions with 360,000+ pairs, plus equal number of negative samples (1) The miRNA is hsa-miR-190a-3p with sequence CUAUAUAUCAAACAUAUUCCU. The protein sequence of the target gene is MHKNSKRNNNLRVSHTEANSVDAEKEKNESQNNFFELLPAEITFKIFSQLDIRSLCRASLTCRSWNDTIRNSDSLWKPHCMTVRAVCRREIDDDLESGYSWRVILLRNYQKSKVKHEWLSGRYSNICSPISLPEKIMYPMDADTWGEILEAELER. Result: 1 (interaction). (2) The miRNA is hsa-miR-32-5p with sequence UAUUGCACAUUACUAAGUUGCA. The protein sequence of the target gene is MPALSTGSGSDTGLYELLAALPAQLQPHVDSQEDLTFLWDMFGEKSLHSLVKIHEKLHYYEKQSPVPILHGAAALADDLAEELQNKPLNSEIRELLKLLSKPNVKALLSVHDTVAQKNYDPVLPPMPEDIDDEEDSVKIIRLVKNREPLGATIKKDEQTGAIIVARIMRGGAADRSGLIHVGDELREVNGIPVEDKRPEEIIQILAQSQGAITFKIIPGSKEETPSKEGKMFIKALFDYNPNEDKAIPCKEAGLSFKKGDILQIMSQDDATWWQAKHEADANPRAGLIPSKHFQERRLAL.... Result: 1 (interaction). (3) The miRNA is hsa-miR-4673 with sequence UCCAGGCAGGAGCCGGACUGGA. The protein sequence of the target gene is MAWAPPGERLREDARCPVCLDFLQEPVSVDCGHSFCLRCISEFCEKSDGAQGGVYACPQCRGPFRPSGFRPNRQLAGLVESVRRLGLGAGPGARRCARHGEDLSRFCEEDEAALCWVCDAGPEHRTHRTAPLQEAAGSYQVKLQMALELMRKELEDALTQEANVGKKTVIWKEKVEMQRQRFRLEFEKHRGFLAQEEQRQLRRLEAEERATLQRLRESKSRLVQQSKALKELADELQERCQRPALGLLEGVRGVLSRSKAVTRLEAENIPMELKTACCIPGRRELLRKFQVDVKLDPATA.... Result: 0 (no interaction). (4) The miRNA is hsa-miR-1265 with sequence CAGGAUGUGGUCAAGUGUUGUU. The protein sequence of the target gene is MWPGILVGGARVASCRYPALGPRLAAHFPAQRPPQRTLQNGLALQRCLHATATRALPLIPIVVEQTGRGERAYDIYSRLLRERIVCVMGPIDDSVASLVIAQLLFLQSESNKKPIHMYINSPGGVVTAGLAIYDTMQYILNPICTWCVGQAASMGSLLLAAGTPGMRHSLPNSRIMIHQPSGGARGQATDIAIQAEEIMKLKKQLYNIYAKHTKQSLQVIESAMERDRYMSPMEAQEFGILDKVLVHPPQDGEDEPTLVQKEPVEAAPAAEPVPAST. Result: 1 (interaction). (5) The miRNA is mmu-miR-30c-1-3p with sequence CUGGGAGAGGGUUGUUUACUCC. The protein sequence of the target gene is MQQPVNYPCPQIYWVDSSATSPWAPPGSVFSCPSSGPRGPGQRRPPPPPPPPSPLPPPSQPPPLPPLSPLKKKDNIELWLPVIFFMVLVALVGMGLGMYQLFHLQKELAELREFTNHSLRVSSFEKQIANPSTPSETKKPRSVAHLTGNPRSRSIPLEWEDTYGTALISGVKYKKGGLVINEAGLYFVYSKVYFRGQSCNSQPLSHKVYMRNFKYPGDLVLMEEKKLNYCTTGQIWAHSSYLGAVFNLTVADHLYVNISQLSLINFEESKTFFGLYKL. Result: 0 (no interaction).